Dataset: Full USPTO retrosynthesis dataset with 1.9M reactions from patents (1976-2016). Task: Predict the reactants needed to synthesize the given product. (1) Given the product [OH:37][C@@:30]1([C:28]#[C:29][C:2]2[CH:7]=[CH:6][N:5]=[C:4]([N:8]3[C:16]4[C:11](=[CH:12][C:13]([CH2:17][N:18]([CH3:24])[C:19](=[O:23])[CH2:20][CH2:21][CH3:22])=[CH:14][CH:15]=4)[C:10]([C:25]([NH2:27])=[O:26])=[N:9]3)[CH:3]=2)[CH2:34][CH2:33][N:32]([CH3:35])[C:31]1=[O:36], predict the reactants needed to synthesize it. The reactants are: I[C:2]1[CH:7]=[CH:6][N:5]=[C:4]([N:8]2[C:16]3[C:11](=[CH:12][C:13]([CH2:17][N:18]([CH3:24])[C:19](=[O:23])[CH2:20][CH2:21][CH3:22])=[CH:14][CH:15]=3)[C:10]([C:25]([NH2:27])=[O:26])=[N:9]2)[CH:3]=1.[C:28]([C@:30]1([OH:37])[CH2:34][CH2:33][N:32]([CH3:35])[C:31]1=[O:36])#[CH:29]. (2) Given the product [O:15]1[CH:16]=[CH:17][CH:18]=[C:14]1[C:2]1[CH:7]=[CH:6][C:5]([C:16]2[O:15][CH:14]=[CH:18][CH:17]=2)=[CH:4][CH:3]=1, predict the reactants needed to synthesize it. The reactants are: Br[C:2]1[CH:7]=[CH:6][C:5](Br)=[CH:4][CH:3]=1.C([Sn](CCCC)(CCCC)[C:14]1[O:15][CH:16]=[CH:17][CH:18]=1)CCC.